From a dataset of Forward reaction prediction with 1.9M reactions from USPTO patents (1976-2016). Predict the product of the given reaction. (1) Given the reactants [C:1]([O-:32])(=O)[CH2:2][CH2:3][C@H:4]([NH:8][C:9]([C:11]1[CH:30]=[CH:29][C:14]([NH:15][CH2:16][C:17]2[N:28]=[C:27]3[C:20]([N:21]=[C:22]([NH:24][C:25]3=[O:26])[NH2:23])=[N:19][CH:18]=2)=[CH:13][CH:12]=1)=[O:10])[C:5]([OH:7])=[O:6].[CH:33]1[C:38]([N:39]=[C:40]=[S:41])=[CH:37][C:36]2[C:42]([O:44][C:45]3([C:55]4[CH:56]=[CH:57][C:58]([OH:60])=[CH:59][C:54]=4[O:53][C:47]4[CH:48]=[C:49]([OH:52])[CH:50]=[CH:51][C:46]3=4)[C:35]=2[CH:34]=1)=[O:43].[CH3:61][CH2:62][N:63](C(C)C)C(C)C.C[N:71](C)C(N(C)C)=N, predict the reaction product. The product is: [CH:30]1[C:11]([C:9]([N:8]([C@H:4]([C:5]([OH:7])=[O:6])[CH2:3][CH2:2][C:1]([NH2:71])=[O:32])[CH2:61][CH2:62][NH:63][C:40]([NH:39][C:38]2[CH:33]=[CH:34][C:35]3[C:45]4([O:44][C:42](=[O:43])[C:36]=3[CH:37]=2)[C:46]2[CH:51]=[CH:50][C:49]([OH:52])=[CH:48][C:47]=2[O:53][C:54]2[CH:59]=[C:58]([OH:60])[CH:57]=[CH:56][C:55]4=2)=[S:41])=[O:10])=[CH:12][CH:13]=[C:14]([NH:15][CH2:16][C:17]2[N:28]=[C:27]3[C:25]([N:24]=[C:22]([NH2:23])[NH:21][C:20]3=[N:19][CH:18]=2)=[O:26])[CH:29]=1. (2) Given the reactants FC(F)(F)S(O[C:7]1[C:12]([C:13](=[O:15])[CH3:14])=[CH:11][C:10]([Cl:16])=[C:9]([CH3:17])[C:8]=1[C:18]#[N:19])(=O)=O.[F:22][C:23]1[CH:24]=[C:25](B(O)O)[CH:26]=[C:27]([F:29])[CH:28]=1.C(=O)([O-])O.[Na+].N#N, predict the reaction product. The product is: [C:13]([C:12]1[CH:11]=[C:10]([Cl:16])[C:9]([CH3:17])=[C:8]([C:18]#[N:19])[C:7]=1[C:25]1[CH:24]=[C:23]([F:22])[CH:28]=[C:27]([F:29])[CH:26]=1)(=[O:15])[CH3:14]. (3) Given the reactants C(Cl)CCl.[CH2:5]([N:7]=[C:8]=NCC[CH2:12][N:13]([CH3:15])[CH3:14])C.C1C[O:19]CC1.[O:21]1[CH2:25]CCC1, predict the reaction product. The product is: [CH3:15][N:13]([CH:12]=[O:19])[CH3:14].[CH3:5][N:7]([CH3:8])[CH:25]=[O:21]. (4) Given the reactants C([Sn](CCCC)(CCCC)/[C:6](/[F:14])=[CH:7]/[C:8]1[CH:13]=[CH:12][CH:11]=[CH:10][CH:9]=1)CCC.Br[C:24]1[C:25]([NH2:42])=[N:26][CH:27]=[C:28]([C:30]2[CH:35]=[CH:34][C:33]([S:36]([CH:39]([CH3:41])[CH3:40])(=[O:38])=[O:37])=[CH:32][CH:31]=2)[N:29]=1, predict the reaction product. The product is: [F:14]/[C:6](/[C:24]1[C:25]([NH2:42])=[N:26][CH:27]=[C:28]([C:30]2[CH:35]=[CH:34][C:33]([S:36]([CH:39]([CH3:40])[CH3:41])(=[O:37])=[O:38])=[CH:32][CH:31]=2)[N:29]=1)=[CH:7]\[C:8]1[CH:9]=[CH:10][CH:11]=[CH:12][CH:13]=1. (5) Given the reactants Br[C:2]1[CH:7]=[CH:6][C:5]([OH:8])=[C:4]([F:9])[CH:3]=1.C(=O)([O-])[O-].[K+].[K+].[CH2:16](Br)[C:17]1[CH:22]=[CH:21][CH:20]=[CH:19][CH:18]=1.O.[CH3:25][C:26](C)=O, predict the reaction product. The product is: [CH2:16]([O:8][C:5]1[CH:6]=[CH:7][C:2]([C:25]#[CH:26])=[CH:3][C:4]=1[F:9])[C:17]1[CH:22]=[CH:21][CH:20]=[CH:19][CH:18]=1. (6) Given the reactants [CH2:1]([C@@:5]1([CH2:28][CH3:29])[NH:11][C@H:10]([C:12]2[CH:17]=[CH:16][CH:15]=[CH:14][CH:13]=2)[C:9]2[CH:18]=[C:19]([O:24][CH3:25])[C:20]([CH:22]=O)=[CH:21][C:8]=2[S:7](=[O:27])(=[O:26])[CH2:6]1)[CH2:2][CH2:3][CH3:4].[CH2:30]([S:37][S:38][CH2:39][C@H:40]([NH2:45])[C:41]([O:43][CH3:44])=[O:42])[C@H:31]([NH2:36])[C:32]([O:34][CH3:35])=[O:33], predict the reaction product. The product is: [CH2:1]([C@@:5]1([CH2:28][CH3:29])[NH:11][C@H:10]([C:12]2[CH:17]=[CH:16][CH:15]=[CH:14][CH:13]=2)[C:9]2[CH:18]=[C:19]([O:24][CH3:25])[C:20]([CH2:22][NH:36][C@H:31]([C:32]([O:34][CH3:35])=[O:33])[CH2:30][S:37][S:38][CH2:39][C@H:40]([NH2:45])[C:41]([O:43][CH3:44])=[O:42])=[CH:21][C:8]=2[S:7](=[O:26])(=[O:27])[CH2:6]1)[CH2:2][CH2:3][CH3:4]. (7) The product is: [Cl:36][C:8]1[CH:9]=[C:10]([O:14][C:15]2[CH:20]=[CH:19][N:18]=[CH:17][C:16]=2[C:21]([N:23]2[C:32]3[C:27](=[CH:28][CH:29]=[CH:30][CH:31]=3)[N:26]([CH:33]3[CH2:35][CH2:34]3)[CH2:25][CH2:24]2)=[O:22])[C:11]([Cl:13])=[CH:12][C:7]=1[C:6]([NH:5][CH:4]([CH2:3][OH:38])[CH2:41][OH:42])=[O:37]. Given the reactants CO[C:3](=[O:38])[CH2:4][NH:5][C:6](=[O:37])[C:7]1[CH:12]=[C:11]([Cl:13])[C:10]([O:14][C:15]2[CH:20]=[CH:19][N:18]=[CH:17][C:16]=2[C:21]([N:23]2[C:32]3[C:27](=[CH:28][CH:29]=[CH:30][CH:31]=3)[N:26]([CH:33]3[CH2:35][CH2:34]3)[CH2:25][CH2:24]2)=[O:22])=[CH:9][C:8]=1[Cl:36].NC(CO)[CH2:41][OH:42], predict the reaction product.